Dataset: Forward reaction prediction with 1.9M reactions from USPTO patents (1976-2016). Task: Predict the product of the given reaction. (1) Given the reactants Cl.[N:2]1([CH2:7][C:8]([OH:10])=O)[CH:6]=[N:5][CH:4]=[N:3]1.[Cl:11][C:12]1[CH:40]=[C:39]([Cl:41])[CH:38]=[CH:37][C:13]=1[CH2:14][C@H:15]1[CH2:19][NH:18][C@H:17]([C:20]([NH:22][C:23]2[CH:28]=[CH:27][C:26]([O:29][C:30]3[CH:35]=[CH:34][C:33]([F:36])=[CH:32][CH:31]=3)=[CH:25][CH:24]=2)=[O:21])[CH2:16]1, predict the reaction product. The product is: [N:2]1([CH2:7][C:8]([N:18]2[CH2:19][C@H:15]([CH2:14][C:13]3[CH:37]=[CH:38][C:39]([Cl:41])=[CH:40][C:12]=3[Cl:11])[CH2:16][C@H:17]2[C:20]([NH:22][C:23]2[CH:28]=[CH:27][C:26]([O:29][C:30]3[CH:31]=[CH:32][C:33]([F:36])=[CH:34][CH:35]=3)=[CH:25][CH:24]=2)=[O:21])=[O:10])[CH:6]=[N:5][CH:4]=[N:3]1. (2) The product is: [O:23]=[C:13]1[N:11]2[CH2:12][CH:7]([CH2:6][CH2:5][C:4]([OH:39])=[O:3])[CH2:8][N:9]([C:24]3[CH:29]=[CH:28][N:27]=[C:26]([NH:30][CH2:31][CH2:32][C:33]4[CH:38]=[CH:37][CH:36]=[CH:35][CH:34]=4)[N:25]=3)[C:10]2=[N:16][C:15]([C:17]2[CH:18]=[CH:19][CH:20]=[CH:21][CH:22]=2)=[CH:14]1. Given the reactants C([O:3][C:4](=[O:39])[CH2:5][CH2:6][CH:7]1[CH2:12][N:11]2[C:13](=[O:23])[CH:14]=[C:15]([C:17]3[CH:22]=[CH:21][CH:20]=[CH:19][CH:18]=3)[N:16]=[C:10]2[N:9]([C:24]2[CH:29]=[CH:28][N:27]=[C:26]([NH:30][CH2:31][CH2:32][C:33]3[CH:38]=[CH:37][CH:36]=[CH:35][CH:34]=3)[N:25]=2)[CH2:8]1)C.[OH-].[Li+], predict the reaction product. (3) Given the reactants [C:1](=[S:10])([NH:8][NH2:9])[C:2]1[CH:7]=[CH:6][CH:5]=[CH:4][CH:3]=1.[Cl:11][C:12]1[CH:29]=[CH:28][C:15]([CH2:16][N:17]2[C:27]3[C:22](=[CH:23][CH:24]=[CH:25][CH:26]=3)[C:20](=O)[C:18]2=[O:19])=[CH:14][CH:13]=1.C(Cl)Cl.CCCCCC, predict the reaction product. The product is: [Cl:11][C:12]1[CH:29]=[CH:28][C:15]([CH2:16][N:17]2[C:27]3[C:22](=[CH:23][CH:24]=[CH:25][CH:26]=3)[C:20]3([NH:9][N:8]=[C:1]([C:2]4[CH:7]=[CH:6][CH:5]=[CH:4][CH:3]=4)[S:10]3)[C:18]2=[O:19])=[CH:14][CH:13]=1. (4) Given the reactants [C:1]([O:5][C:6]([N:8]1[CH2:14][CH2:13][CH2:12][N:11]([C:15]([C:17]2[CH:18]=[C:19]3[C:23](=[CH:24][CH:25]=2)[N:22]([CH:26]([CH3:28])[CH3:27])[C:21]([C:29]([OH:31])=O)=[CH:20]3)=[O:16])[CH2:10][CH2:9]1)=[O:7])([CH3:4])([CH3:3])[CH3:2].[CH2:32]([O:34][C:35]([N:37]1[CH2:42][CH2:41][NH:40][CH2:39][CH2:38]1)=[O:36])[CH3:33].ON1C2C=CC=CC=2N=N1.Cl.CN(C)CCCN=C=NCC, predict the reaction product. The product is: [C:1]([O:5][C:6]([N:8]1[CH2:14][CH2:13][CH2:12][N:11]([C:15]([C:17]2[CH:18]=[C:19]3[C:23](=[CH:24][CH:25]=2)[N:22]([CH:26]([CH3:27])[CH3:28])[C:21]([C:29]([N:40]2[CH2:39][CH2:38][N:37]([C:35]([O:34][CH2:32][CH3:33])=[O:36])[CH2:42][CH2:41]2)=[O:31])=[CH:20]3)=[O:16])[CH2:10][CH2:9]1)=[O:7])([CH3:3])([CH3:2])[CH3:4]. (5) Given the reactants [CH2:1]([C:3]1[N:8]=[C:7]([C:9]([NH2:11])=[O:10])[C:6]([NH:12][C:13]2[CH:18]=[CH:17][C:16]([N:19]3[CH2:24][CH2:23][N:22]([CH3:25])[CH2:21][CH2:20]3)=[CH:15][CH:14]=2)=[N:5][C:4]=1[C:26]1[CH2:27][CH2:28][NH:29][CH2:30][CH:31]=1)[CH3:2].C(N(C(C)C)CC)(C)C.[C:41]([Cl:45])(=[O:44])[CH:42]=[CH2:43].C(=O)([O-])O.[Na+], predict the reaction product. The product is: [ClH:45].[C:41]([N:29]1[CH2:28][CH:27]=[C:26]([C:4]2[N:5]=[C:6]([NH:12][C:13]3[CH:18]=[CH:17][C:16]([N:19]4[CH2:20][CH2:21][N:22]([CH3:25])[CH2:23][CH2:24]4)=[CH:15][CH:14]=3)[C:7]([C:9]([NH2:11])=[O:10])=[N:8][C:3]=2[CH2:1][CH3:2])[CH2:31][CH2:30]1)(=[O:44])[CH:42]=[CH2:43].